This data is from Forward reaction prediction with 1.9M reactions from USPTO patents (1976-2016). The task is: Predict the product of the given reaction. (1) The product is: [Cl:1][C:2]1[CH:3]=[C:4]([CH:36]=[CH:37][CH:38]=1)[NH:5][C:6]1[N:11]=[C:10]([C:12]2[NH:13][CH:14]=[N:15][CH:16]=2)[CH:9]=[CH:8][N:7]=1. Given the reactants [Cl:1][C:2]1[CH:3]=[C:4]([CH:36]=[CH:37][CH:38]=1)[NH:5][C:6]1[N:11]=[C:10]([C:12]2[N:13]=[CH:14][N:15](C(C3C=CC=CC=3)(C3C=CC=CC=3)C3C=CC=CC=3)[CH:16]=2)[CH:9]=[CH:8][N:7]=1, predict the reaction product. (2) Given the reactants [NH2:1][C:2]1[CH:3]=[C:4]([CH:20]2[C:29]3[C:28](=[O:30])[CH2:27][CH:26]([CH2:31][CH2:32][CH3:33])[CH2:25][C:24]=3[NH:23][C:22]([CH3:34])=[C:21]2[C:35]#[N:36])[CH:5]=[C:6]([Br:19])[C:7]=1[O:8][CH2:9][C:10]1[CH:15]=[CH:14][CH:13]=[C:12]([N+:16]([O-:18])=[O:17])[CH:11]=1.C(N(CC)CC)C.[CH3:44][S:45](Cl)(=[O:47])=[O:46], predict the reaction product. The product is: [Br:19][C:6]1[C:7]([O:8][CH2:9][C:10]2[CH:15]=[CH:14][CH:13]=[C:12]([N+:16]([O-:18])=[O:17])[CH:11]=2)=[C:2]([NH:1][S:45]([CH3:44])(=[O:47])=[O:46])[CH:3]=[C:4]([CH:20]2[C:29]3[C:28](=[O:30])[CH2:27][CH:26]([CH2:31][CH2:32][CH3:33])[CH2:25][C:24]=3[NH:23][C:22]([CH3:34])=[C:21]2[C:35]#[N:36])[CH:5]=1. (3) Given the reactants [CH3:1][O:2][C:3]([CH:5]1[CH:9]([C:10]2[CH:15]=[CH:14][CH:13]=[C:12]([Cl:16])[C:11]=2[F:17])[C:8]([C:20]2[CH:25]=[CH:24][C:23]([Cl:26])=[CH:22][C:21]=2[F:27])([C:18]#[N:19])[CH:7]([CH2:28][C:29]([CH3:32])([CH3:31])[CH3:30])[NH:6]1)=[O:4].[CH:33](O)=[O:34], predict the reaction product. The product is: [CH3:1][O:2][C:3]([CH:5]1[CH:9]([C:10]2[CH:15]=[CH:14][CH:13]=[C:12]([Cl:16])[C:11]=2[F:17])[C:8]([C:20]2[CH:25]=[CH:24][C:23]([Cl:26])=[CH:22][C:21]=2[F:27])([C:18]#[N:19])[CH:7]([CH2:28][C:29]([CH3:32])([CH3:31])[CH3:30])[N:6]1[CH:33]=[O:34])=[O:4]. (4) Given the reactants [CH2:1]([O:3][C:4]([C:6]1([C:9]2[CH:14]=[CH:13][C:12]([C:15]3[CH:20]=[CH:19][C:18]([C:21]4[O:25][N:24]=[C:23]([CH3:26])[C:22]=4[NH2:27])=[CH:17][CH:16]=3)=[CH:11][CH:10]=2)[CH2:8][CH2:7]1)=[O:5])[CH3:2].Br[C:29]1[N:34]=[C:33]([C:35]([N:37]2[CH2:41][CH2:40][CH2:39][CH2:38]2)=[O:36])[CH:32]=[CH:31][CH:30]=1, predict the reaction product. The product is: [CH2:1]([O:3][C:4]([C:6]1([C:9]2[CH:10]=[CH:11][C:12]([C:15]3[CH:20]=[CH:19][C:18]([C:21]4[O:25][N:24]=[C:23]([CH3:26])[C:22]=4[NH:27][C:29]4[CH:30]=[CH:31][CH:32]=[C:33]([C:35]([N:37]5[CH2:41][CH2:40][CH2:39][CH2:38]5)=[O:36])[N:34]=4)=[CH:17][CH:16]=3)=[CH:13][CH:14]=2)[CH2:8][CH2:7]1)=[O:5])[CH3:2]. (5) Given the reactants [F:1][C:2]1[CH:23]=[CH:22][CH:21]=[C:20]([F:24])[C:3]=1[CH2:4][O:5][C:6]1[C:7]2[N:8]([C:13]([C:17]([OH:19])=O)=[C:14]([CH3:16])[N:15]=2)[CH:9]=[C:10]([CH3:12])[CH:11]=1.CN(C(ON1N=NC2C=CC=NC1=2)=[N+](C)C)C.F[P-](F)(F)(F)(F)F.C(N(CC)C(C)C)(C)C.[F:58][C:59]1[CH:64]=[CH:63][C:62]([CH2:65][C:66]([CH3:70])([NH2:69])[CH2:67][NH2:68])=[CH:61][CH:60]=1.C(#N)C.C(O)(C(F)(F)F)=O, predict the reaction product. The product is: [NH2:69][C:66]([CH3:70])([CH2:65][C:62]1[CH:61]=[CH:60][C:59]([F:58])=[CH:64][CH:63]=1)[CH2:67][NH:68][C:17]([C:13]1[N:8]2[CH:9]=[C:10]([CH3:12])[CH:11]=[C:6]([O:5][CH2:4][C:3]3[C:20]([F:24])=[CH:21][CH:22]=[CH:23][C:2]=3[F:1])[C:7]2=[N:15][C:14]=1[CH3:16])=[O:19].